This data is from Peptide-MHC class I binding affinity with 185,985 pairs from IEDB/IMGT. The task is: Regression. Given a peptide amino acid sequence and an MHC pseudo amino acid sequence, predict their binding affinity value. This is MHC class I binding data. (1) The binding affinity (normalized) is 0.595. The MHC is HLA-B44:03 with pseudo-sequence HLA-B44:03. The peptide sequence is GEHSLPRCW. (2) The peptide sequence is TYSPALNKM. The binding affinity (normalized) is 0.0847. The MHC is HLA-B15:09 with pseudo-sequence HLA-B15:09. (3) The peptide sequence is VVVQIDPEY. The MHC is HLA-A31:01 with pseudo-sequence HLA-A31:01. The binding affinity (normalized) is 0. (4) The peptide sequence is MLFTSTNDK. The MHC is HLA-A03:01 with pseudo-sequence HLA-A03:01. The binding affinity (normalized) is 0.843. (5) The peptide sequence is WMILRAISF. The MHC is HLA-A24:03 with pseudo-sequence HLA-A24:03. The binding affinity (normalized) is 0.558.